The task is: Predict the reactants needed to synthesize the given product.. This data is from Full USPTO retrosynthesis dataset with 1.9M reactions from patents (1976-2016). (1) Given the product [C:1]1([C:50]2[CH:51]=[CH:52][CH:53]=[CH:54][CH:55]=2)[CH:2]=[CH:3][C:4]([C@@:7]2([S:45][CH2:46][CH2:47][CH2:48][CH3:49])[CH2:11][N:10]3[C:12](=[O:31])[C@@H:13]([NH:23][C:24]([O:26][C:27]([CH3:30])([CH3:28])[CH3:29])=[O:25])[CH2:14][CH2:15][CH2:16][CH2:17][CH2:18][CH:39]=[CH:38][C@@H:36]4[CH2:37][C@@:35]4([C:40]([O:42][CH2:43][CH3:44])=[O:41])[NH:34][C:32](=[O:33])[C@@H:9]3[CH2:8]2)=[CH:5][CH:6]=1, predict the reactants needed to synthesize it. The reactants are: [C:1]1([C:50]2[CH:55]=[CH:54][CH:53]=[CH:52][CH:51]=2)[CH:6]=[CH:5][C:4]([C@@:7]2([S:45][CH2:46][CH2:47][CH2:48][CH3:49])[CH2:11][N:10]([C:12](=[O:31])[C@@H:13]([NH:23][C:24]([O:26][C:27]([CH3:30])([CH3:29])[CH3:28])=[O:25])[C:14](C)(C)[CH2:15][CH2:16][CH2:17][CH2:18]C=C)[C@H:9]([C:32]([NH:34][C@:35]3([C:40]([O:42][CH2:43][CH3:44])=[O:41])[CH2:37][C@H:36]3[CH:38]=[CH2:39])=[O:33])[CH2:8]2)=[CH:3][CH:2]=1.SC1N=CC=CC=1C(O)=O. (2) Given the product [CH3:15][O:14][C:4]1[CH:5]=[C:6]([CH2:11][O:12][CH3:13])[CH:7]=[C:8]([O:9][CH3:10])[C:3]=1[B:35]1[O:26][CH2:25][C:20]([CH3:19])([CH3:21])[CH2:37][O:36]1, predict the reactants needed to synthesize it. The reactants are: [Mg].Br[C:3]1[C:8]([O:9][CH3:10])=[CH:7][C:6]([CH2:11][O:12][CH3:13])=[CH:5][C:4]=1[O:14][CH3:15].BrC1C(OC)=[CH:21][C:20]([CH2:25][O:26]C)=[CH:19]C=1OC.O1CCCC1.[B:35](OC(C)C)(OC(C)C)[O:36][CH:37](C)C.CC(C)(CO)CO.C(=O)([O-])O.[Na+].[Cl-].[Na+]. (3) Given the product [CH2:22]([C@H:9]([NH:8][C:49]([C@@H:48]([NH:52][C:53]([C@@H:54]([NH:56][C:57]([C:59]1[CH2:60][C:61]2[C:66]([C:67]=1[CH3:68])=[CH:65][CH:64]=[CH:63][CH:62]=2)=[O:58])[CH3:55])=[O:69])[CH2:47][C:40]1[C:41]2[C:46](=[CH:45][CH:44]=[CH:43][CH:42]=2)[NH:38][CH:39]=1)=[O:50])[CH:10]([C:11](=[O:12])[NH:13][CH2:14][C:15]1[CH:20]=[CH:19][CH:18]=[CH:17][CH:16]=1)[OH:21])[C:23]1[CH:28]=[CH:27][CH:26]=[CH:25][CH:24]=1, predict the reactants needed to synthesize it. The reactants are: FC(F)(F)C(O)=O.[NH2:8][CH:9]([CH2:22][C:23]1[CH:28]=[CH:27][CH:26]=[CH:25][CH:24]=1)[C@H:10]([OH:21])[C:11]([NH:13][CH2:14][C:15]1[CH:20]=[CH:19][CH:18]=[CH:17][CH:16]=1)=[O:12].C(N(CC)C(C)C)(C)C.[NH:38]1[C:46]2[C:41](=[CH:42][CH:43]=[CH:44][CH:45]=2)[C:40]([CH2:47][C@H:48]([NH:52][C:53](=[O:69])[C@@H:54]([NH:56][C:57]([C:59]2[CH2:60][C:61]3[C:66]([C:67]=2[CH3:68])=[CH:65][CH:64]=[CH:63][CH:62]=3)=[O:58])[CH3:55])[C:49](O)=[O:50])=[CH:39]1.CN(C(ON1N=NC2C=CC=NC1=2)=[N+](C)C)C.F[P-](F)(F)(F)(F)F. (4) Given the product [F:1][C:2]1[CH:3]=[CH:4][C:5]([O:19][CH3:20])=[C:6]([C:8]([CH3:18])([CH3:17])[CH2:9][C:10]([OH:11])([C:13]([F:16])([F:15])[F:14])[CH2:12][NH:21][C:22]2[CH:30]=[CH:29][CH:28]=[CH:27][C:23]=2[C:24]([NH2:26])=[O:25])[CH:7]=1, predict the reactants needed to synthesize it. The reactants are: [F:1][C:2]1[CH:3]=[CH:4][C:5]([O:19][CH3:20])=[C:6]([C:8]([CH3:18])([CH3:17])[CH2:9][C:10]2([C:13]([F:16])([F:15])[F:14])[CH2:12][O:11]2)[CH:7]=1.[NH2:21][C:22]1[CH:30]=[CH:29][CH:28]=[CH:27][C:23]=1[C:24]([NH2:26])=[O:25]. (5) The reactants are: [C:1]([N:6]1[C@H:11]([C:12]2[CH:17]=[C:16]([F:18])[C:15]([F:19])=[C:14]([F:20])[CH:13]=2)[CH2:10][O:9][CH2:8][C@@H:7]1/[CH:21]=[CH:22]/[C:23](OC)=O)(=[O:5])CC=C.C(N(CC)CC)C. Given the product [F:18][C:16]1[CH:17]=[C:12]([C@@H:11]2[CH2:10][O:9][CH2:8][C@@H:7]3[CH:21]=[CH:22][CH2:23][C:1](=[O:5])[N:6]23)[CH:13]=[C:14]([F:20])[C:15]=1[F:19], predict the reactants needed to synthesize it.